From a dataset of Forward reaction prediction with 1.9M reactions from USPTO patents (1976-2016). Predict the product of the given reaction. (1) Given the reactants [CH3:1][Si](C=[N+]=[N-])(C)C.[OH:8][C:9]1[C:18]2[CH2:17][CH2:16][CH2:15][CH2:14][C:13]=2[CH:12]=[CH:11][C:10]=1[C:19]([OH:21])=[O:20], predict the reaction product. The product is: [OH:8][C:9]1[C:18]2[CH2:17][CH2:16][CH2:15][CH2:14][C:13]=2[CH:12]=[CH:11][C:10]=1[C:19]([O:21][CH3:1])=[O:20]. (2) The product is: [CH2:37]([S:34]([NH:4][C:5]([CH:7]1[CH2:12][CH2:11][N:10]([C:13]2[C:23]([C:24]#[N:25])=[CH:22][C:16]([C:17]([O:19][CH2:20][CH3:21])=[O:18])=[C:15]([O:26][CH2:97][C:96]([F:100])([F:99])[F:95])[N:14]=2)[CH2:9][CH2:8]1)=[O:6])(=[O:36])=[O:35])[C:38]1[CH:39]=[CH:40][CH:41]=[CH:42][CH:43]=1. Given the reactants C([N:4]([S:34]([CH2:37][C:38]1[CH:43]=[CH:42][CH:41]=[CH:40][CH:39]=1)(=[O:36])=[O:35])[C:5]([CH:7]1[CH2:12][CH2:11][N:10]([C:13]2[C:23]([C:24]#[N:25])=[CH:22][C:16]([C:17]([O:19][CH2:20][CH3:21])=[O:18])=[C:15]([O:26]S(C(F)(F)F)(=O)=O)[N:14]=2)[CH2:9][CH2:8]1)=[O:6])C=C.CC1(C)C2C(=C(P(C3C=CC=CC=3)C3C=CC=CC=3)C=CC=2)OC2C(P(C3C=CC=CC=3)C3C=CC=CC=3)=CC=CC1=2.CCN(C(C)C)C(C)C.[F:95][C:96]([F:100])([F:99])[CH2:97]O.C([O-])(O)=O.[Na+], predict the reaction product. (3) Given the reactants [N:1]1[C:10]2[C:5](=[CH:6][CH:7]=[CH:8][CH:9]=2)[N:4]=[CH:3][C:2]=1[C:11]1[CH:12]=[C:13]([NH2:17])[CH:14]=[CH:15][CH:16]=1.[Br:18][CH2:19][C:20](Br)=[O:21].C(N(C(C)C)CC)(C)C, predict the reaction product. The product is: [Br:18][CH2:19][C:20]([NH:17][C:13]1[CH:14]=[CH:15][CH:16]=[C:11]([C:2]2[CH:3]=[N:4][C:5]3[C:10](=[CH:9][CH:8]=[CH:7][CH:6]=3)[N:1]=2)[CH:12]=1)=[O:21]. (4) Given the reactants Br[C:2]1[S:3][C:4]2[CH:10]=[CH:9][C:8]([O:11][CH3:12])=[CH:7][C:5]=2[N:6]=1.[Br:13][C:14]1[CH:20]=[CH:19][C:17]([NH2:18])=[CH:16][CH:15]=1.C(N(C(C)C)CC)(C)C, predict the reaction product. The product is: [Br:13][C:14]1[CH:20]=[CH:19][C:17]([NH:18][C:2]2[S:3][C:4]3[CH:10]=[CH:9][C:8]([O:11][CH3:12])=[CH:7][C:5]=3[N:6]=2)=[CH:16][CH:15]=1. (5) Given the reactants [CH3:1][C:2]1([CH3:20])[C:10]2[C:5](=[CH:6][CH:7]=[C:8](OS(C(F)(F)F)(=O)=O)[CH:9]=2)[C:4](=[O:19])[CH2:3]1.[CH3:21][C:22]1[CH:23]=[C:24](B(O)O)[CH:25]=[CH:26][CH:27]=1, predict the reaction product. The product is: [CH3:1][C:2]1([CH3:20])[C:10]2[C:5](=[CH:6][CH:7]=[C:8]([C:26]3[CH:25]=[CH:24][CH:23]=[C:22]([CH3:21])[CH:27]=3)[CH:9]=2)[C:4](=[O:19])[CH2:3]1. (6) Given the reactants [CH3:1][C:2]1[CH:10]=[CH:9][C:5]([C:6]([OH:8])=O)=[CH:4][CH:3]=1.Cl.CN(C)CCCN=C=NCC.[CH3:23][CH:24]1[CH2:29][CH2:28][CH2:27][CH2:26][CH:25]1[NH2:30].ClCCl, predict the reaction product. The product is: [CH3:1][C:2]1[CH:3]=[CH:4][C:5]([C:6]([NH:30][CH:25]2[CH2:26][CH2:27][CH2:28][CH2:29][CH:24]2[CH3:23])=[O:8])=[CH:9][CH:10]=1.